Dataset: HIV replication inhibition screening data with 41,000+ compounds from the AIDS Antiviral Screen. Task: Binary Classification. Given a drug SMILES string, predict its activity (active/inactive) in a high-throughput screening assay against a specified biological target. (1) The drug is Cn1c(=O)c2ccccc2c2nc3ccccc3nc21. The result is 0 (inactive). (2) The drug is C=CCCC1CCCCNC1=S. The result is 0 (inactive). (3) The molecule is CC1(C)C2CC(c3ccncc3)ON2C(C)(C)N1O. The result is 0 (inactive). (4) The molecule is CC(C=CC=C(C)C(=O)O)=CC=CC=C(C)C=CC=C(C)C(=O)O. The result is 1 (active). (5) The compound is Cc1c(O)c2ccc(Cl)cc2n(C)c1=O. The result is 0 (inactive). (6) The drug is OCC1C2CCC3(OCCO3)C12. The result is 0 (inactive). (7) The drug is CC(=O)[OH+][Zn-2]12[OH+]c3c(C)ncc(CO)c3C=[N+]1[N-]C(N)=[S+]2. The result is 0 (inactive).